From a dataset of Forward reaction prediction with 1.9M reactions from USPTO patents (1976-2016). Predict the product of the given reaction. (1) Given the reactants [CH2:1]([N:8]1[CH2:13][CH2:12][C:11](=O)[CH2:10][CH2:9]1)[C:2]1[CH:7]=[CH:6][CH:5]=[CH:4][CH:3]=1.[C:15]([O:19][C:20]([N:22]1[C:30]2[C:25](=[CH:26][CH:27]=[C:28]([NH2:31])[CH:29]=2)[CH2:24][CH2:23]1)=[O:21])([CH3:18])([CH3:17])[CH3:16].[BH-](OC(C)=O)(OC(C)=O)OC(C)=O.[Na+].CC(O)=O, predict the reaction product. The product is: [C:15]([O:19][C:20]([N:22]1[C:30]2[C:25](=[CH:26][CH:27]=[C:28]([NH:31][CH:11]3[CH2:12][CH2:13][N:8]([CH2:1][C:2]4[CH:7]=[CH:6][CH:5]=[CH:4][CH:3]=4)[CH2:9][CH2:10]3)[CH:29]=2)[CH2:24][CH2:23]1)=[O:21])([CH3:18])([CH3:16])[CH3:17]. (2) Given the reactants [Cl:1][C:2]1[CH:7]=[CH:6][C:5]([S:8]([N:11]([CH3:17])[C:12](=[CH2:16])[C:13]([OH:15])=O)(=[O:10])=[O:9])=[CH:4][CH:3]=1.CCOC(OC(OCC)=O)=O.[O:29]1[CH2:34][CH2:33][N:32]([C:35]2[CH:40]=[C:39]([CH2:41][NH2:42])[CH:38]=[C:37]([C:43]3[CH:48]=[CH:47][C:46]([O:49][C:50]([F:53])([F:52])[F:51])=[CH:45][CH:44]=3)[N:36]=2)[CH2:31][CH2:30]1, predict the reaction product. The product is: [Cl:1][C:2]1[CH:3]=[CH:4][C:5]([S:8]([N:11]([CH3:17])[C:12](=[CH2:16])[C:13]([NH:42][CH2:41][C:39]2[CH:38]=[C:37]([C:43]3[CH:48]=[CH:47][C:46]([O:49][C:50]([F:53])([F:51])[F:52])=[CH:45][CH:44]=3)[N:36]=[C:35]([N:32]3[CH2:31][CH2:30][O:29][CH2:34][CH2:33]3)[CH:40]=2)=[O:15])(=[O:9])=[O:10])=[CH:6][CH:7]=1.